From a dataset of Forward reaction prediction with 1.9M reactions from USPTO patents (1976-2016). Predict the product of the given reaction. (1) Given the reactants [N:1]1[CH:6]=[CH:5][CH:4]=[C:3]([CH2:7][N:8]2[C:16]3[C:11](=[CH:12][C:13]([OH:17])=[CH:14][CH:15]=3)[C:10]([CH3:19])([CH3:18])[CH2:9]2)[CH:2]=1.[CH3:20][N:21]([CH3:31])[C:22]1[CH:27]=[CH:26][C:25]([N:28]=[C:29]=[O:30])=[CH:24][CH:23]=1, predict the reaction product. The product is: [CH3:20][N:21]([CH3:31])[C:22]1[CH:27]=[CH:26][C:25]([NH:28][C:29](=[O:30])[O:17][C:13]2[CH:12]=[C:11]3[C:16](=[CH:15][CH:14]=2)[N:8]([CH2:7][C:3]2[CH:2]=[N:1][CH:6]=[CH:5][CH:4]=2)[CH2:9][C:10]3([CH3:19])[CH3:18])=[CH:24][CH:23]=1. (2) Given the reactants Cl.NO.[OH-].[Na+].CC(O)=O.[Br:10][C:11]1[CH:23]=[CH:22][C:14]([C:15]([N:17]=[CH:18][N:19](C)C)=[O:16])=[CH:13][CH:12]=1, predict the reaction product. The product is: [Br:10][C:11]1[CH:23]=[CH:22][C:14]([C:15]2[O:16][N:19]=[CH:18][N:17]=2)=[CH:13][CH:12]=1. (3) Given the reactants [Cl:1][C:2]1[CH:7]=[CH:6][C:5]([C:8]2[C:9]([CH:14]([NH2:23])[CH2:15][NH:16][C:17]3[CH:21]=[C:20]([CH3:22])[NH:19][N:18]=3)=[N:10][NH:11][C:12]=2[CH3:13])=[CH:4][CH:3]=1, predict the reaction product. The product is: [ClH:1].[ClH:1].[Cl:1][C:2]1[CH:3]=[CH:4][C:5]([C:8]2[C:9]([CH:14]([NH2:23])[CH2:15][NH:16][C:17]3[CH:21]=[C:20]([CH3:22])[NH:19][N:18]=3)=[N:10][NH:11][C:12]=2[CH3:13])=[CH:6][CH:7]=1.